Dataset: Reaction yield outcomes from USPTO patents with 853,638 reactions. Task: Predict the reaction yield, written as a fraction of the theoretical maximum amount of product (1.0 means a 100% yield; for example, 0.34 means a 34% yield). (1) The reactants are I[C:2]1[C:10]2[C:5](=[CH:6][N:7]=[C:8]([C:11]3[CH:12]=[N:13][CH:14]=[CH:15][CH:16]=3)[CH:9]=2)[N:4]([CH2:17][O:18][CH2:19][CH2:20][Si:21]([CH3:24])([CH3:23])[CH3:22])[N:3]=1.[O:25]=[C:26]1[C:30]2([CH2:35][CH2:34][N:33]([C:36]([O:38][CH2:39][C:40]3[CH:45]=[CH:44][CH:43]=[CH:42][CH:41]=3)=[O:37])[CH2:32][CH2:31]2)[CH2:29][CH2:28][NH:27]1.CNCCNC.C(=O)([O-])[O-].[Cs+].[Cs+].O1CCOCC1. The catalyst is [Cu]I. The product is [O:25]=[C:26]1[C:30]2([CH2:35][CH2:34][N:33]([C:36]([O:38][CH2:39][C:40]3[CH:41]=[CH:42][CH:43]=[CH:44][CH:45]=3)=[O:37])[CH2:32][CH2:31]2)[CH2:29][CH2:28][N:27]1[C:2]1[C:10]2[C:5](=[CH:6][N:7]=[C:8]([C:11]3[CH:12]=[N:13][CH:14]=[CH:15][CH:16]=3)[CH:9]=2)[N:4]([CH2:17][O:18][CH2:19][CH2:20][Si:21]([CH3:24])([CH3:23])[CH3:22])[N:3]=1. The yield is 0.527. (2) The reactants are [CH2:1]([O:8][C:9]1[C:10]([C:18]2([CH2:38][O:39][CH2:40][C:41]3[CH:46]=[CH:45][CH:44]=[CH:43][CH:42]=3)[C:26]3[C:21](=[CH:22][CH:23]=[CH:24][CH:25]=3)[N:20]([CH2:27][C:28]3[O:29][C:30]([C:33]([F:36])([F:35])[F:34])=[CH:31][CH:32]=3)[C:19]2=[O:37])=[CH:11][C:12]2[O:16][CH2:15][O:14][C:13]=2[CH:17]=1)[C:2]1[CH:7]=[CH:6][CH:5]=[CH:4][CH:3]=1. The catalyst is C(O)C. The product is [CH2:1]([O:8][C:9]1[C:10]([C@:18]2([CH2:38][O:39][CH2:40][C:41]3[CH:46]=[CH:45][CH:44]=[CH:43][CH:42]=3)[C:26]3[C:21](=[CH:22][CH:23]=[CH:24][CH:25]=3)[N:20]([CH2:27][C:28]3[O:29][C:30]([C:33]([F:34])([F:35])[F:36])=[CH:31][CH:32]=3)[C:19]2=[O:37])=[CH:11][C:12]2[O:16][CH2:15][O:14][C:13]=2[CH:17]=1)[C:2]1[CH:7]=[CH:6][CH:5]=[CH:4][CH:3]=1. The yield is 0.660. (3) The reactants are ClCCl.[CH2:4]([O:6][C:7](=[O:37])[CH:8]([NH:30][C:31]([O:33][CH2:34][CH:35]=[CH2:36])=[O:32])[CH2:9][C:10]1[O:14][N:13]=[C:12]([CH:15]2[CH2:19][CH2:18][CH2:17][N:16]2[C:20](=[O:29])[CH2:21][C:22]2[CH:27]=[CH:26][C:25]([NH2:28])=[CH:24][CH:23]=2)[CH:11]=1)[CH3:5].[Cl:38][C:39]1[CH:47]=[CH:46][CH:45]=[C:44]([Cl:48])[C:40]=1[C:41](Cl)=[O:42].N1C=CC=CC=1. The catalyst is C(OCC)(=O)C. The product is [CH2:4]([O:6][C:7](=[O:37])[CH:8]([NH:30][C:31]([O:33][CH2:34][CH:35]=[CH2:36])=[O:32])[CH2:9][C:10]1[O:14][N:13]=[C:12]([CH:15]2[CH2:19][CH2:18][CH2:17][N:16]2[C:20](=[O:29])[CH2:21][C:22]2[CH:23]=[CH:24][C:25]([NH:28][C:41](=[O:42])[C:40]3[C:39]([Cl:38])=[CH:47][CH:46]=[CH:45][C:44]=3[Cl:48])=[CH:26][CH:27]=2)[CH:11]=1)[CH3:5]. The yield is 0.780.